From a dataset of Reaction yield outcomes from USPTO patents with 853,638 reactions. Predict the reaction yield, written as a fraction of the theoretical maximum amount of product (1.0 means a 100% yield; for example, 0.34 means a 34% yield). (1) The reactants are [S:1]1[CH2:6][CH2:5][C:4](=[O:7])[CH2:3][CH2:2]1.[Li+].CC([N-]C(C)C)C.C1C=CC(N([S:23]([C:26]([F:29])([F:28])[F:27])(=[O:25])=[O:24])[S:23]([C:26]([F:29])([F:28])[F:27])(=[O:25])=[O:24])=CC=1.CCOC(C)=O. The catalyst is C1COCC1. The product is [S:1]1[CH2:6][CH:5]=[C:4]([O:7][S:23]([C:26]([F:29])([F:28])[F:27])(=[O:25])=[O:24])[CH2:3][CH2:2]1. The yield is 0.380. (2) The reactants are [Cl:1][C:2]1[C:23]([Cl:24])=[CH:22][C:5]2[O:6][C@H:7]([CH2:10]OS(C3C=CC(C)=CC=3)(=O)=O)[CH2:8][O:9][C:4]=2[CH:3]=1.[C:25]1(=[O:35])[NH:29][C:28](=[O:30])[C:27]2=[CH:31][CH:32]=[CH:33][CH:34]=[C:26]12.[K].O. The catalyst is CN(C=O)C. The product is [Cl:1][C:2]1[C:23]([Cl:24])=[CH:22][C:5]2[O:6][C@@H:7]([CH2:10][N:29]3[C:25](=[O:35])[C:26]4[C:27](=[CH:31][CH:32]=[CH:33][CH:34]=4)[C:28]3=[O:30])[CH2:8][O:9][C:4]=2[CH:3]=1. The yield is 0.800.